Dataset: Reaction yield outcomes from USPTO patents with 853,638 reactions. Task: Predict the reaction yield, written as a fraction of the theoretical maximum amount of product (1.0 means a 100% yield; for example, 0.34 means a 34% yield). (1) The yield is 0.720. The catalyst is O1CCOCC1.C(OCC)(=O)C.Cl[Pd](Cl)([P](C1C=CC=CC=1)(C1C=CC=CC=1)C1C=CC=CC=1)[P](C1C=CC=CC=1)(C1C=CC=CC=1)C1C=CC=CC=1. The product is [CH3:37][O:38][C:39](=[O:40])[C:41]1[CH:46]=[CH:45][C:44]([C:19]([C:11]2[N:10]([S:7]([C:1]3[CH:2]=[CH:3][CH:4]=[CH:5][CH:6]=3)(=[O:8])=[O:9])[C:14]3=[N:15][CH:16]=[CH:17][CH:18]=[C:13]3[CH:12]=2)=[CH:20][CH:21]2[CH2:25][CH2:24][CH2:23][CH2:22]2)=[CH:43][CH:42]=1. The reactants are [C:1]1([S:7]([N:10]2[C:14]3=[N:15][CH:16]=[CH:17][CH:18]=[C:13]3[CH:12]=[C:11]2[C:19](OS(C2C=CC(C)=CC=2)(=O)=O)=[CH:20][CH:21]2[CH2:25][CH2:24][CH2:23][CH2:22]2)(=[O:9])=[O:8])[CH:6]=[CH:5][CH:4]=[CH:3][CH:2]=1.[CH3:37][O:38][C:39]([C:41]1[CH:46]=[CH:45][C:44](B(O)O)=[CH:43][CH:42]=1)=[O:40].C(=O)([O-])[O-].[Na+].[Na+]. (2) The reactants are [OH:1][C:2]1[CH:3]=[C:4]([N:8]2[C:17](=[O:18])[C:16]3[C:11](=[CH:12][CH:13]=[CH:14][C:15]=3[CH3:19])[N:10]=[C:9]2[CH:20]([NH:22][C:23]2[N:31]=[CH:30][N:29]=[C:28]3[C:24]=2[N:25]=[CH:26][N:27]3[CH2:32][O:33][CH2:34][CH2:35][Si:36]([CH3:39])([CH3:38])[CH3:37])[CH3:21])[CH:5]=[CH:6][CH:7]=1.[C:40](=O)([O-])[O-].[K+].[K+].CI. The catalyst is CN(C=O)C. The product is [CH3:40][O:1][C:2]1[CH:3]=[C:4]([N:8]2[C:17](=[O:18])[C:16]3[C:11](=[CH:12][CH:13]=[CH:14][C:15]=3[CH3:19])[N:10]=[C:9]2[CH:20]([NH:22][C:23]2[N:31]=[CH:30][N:29]=[C:28]3[C:24]=2[N:25]=[CH:26][N:27]3[CH2:32][O:33][CH2:34][CH2:35][Si:36]([CH3:37])([CH3:39])[CH3:38])[CH3:21])[CH:5]=[CH:6][CH:7]=1. The yield is 0.820. (3) The reactants are [Cl:1]C(OC(Cl)C)=O.C([N:21]1[CH2:24][CH:23]([S:25][C:26]2[S:27][CH:28]=[CH:29][CH:30]=2)[CH2:22]1)(C1C=CC=CC=1)C1C=CC=CC=1.C(O)C. The catalyst is ClC(Cl)C. The product is [ClH:1].[S:27]1[CH:28]=[CH:29][CH:30]=[C:26]1[S:25][CH:23]1[CH2:24][NH:21][CH2:22]1. The yield is 0.810. (4) The yield is 0.580. The product is [NH2:1][C:2]1[N:7]=[CH:6][N:5]=[C:4]2[N:8]([CH:12]([C:14]3[CH:21]=[C:20]([Cl:22])[C:17]([C:18]#[N:19])=[C:16]([CH:23]4[CH2:24][N:25]([CH3:29])[CH2:26]4)[C:15]=3[O:27][CH3:28])[CH3:13])[N:9]=[C:10]([CH3:11])[C:3]=12. The reactants are [NH2:1][C:2]1[N:7]=[CH:6][N:5]=[C:4]2[N:8]([CH:12]([C:14]3[CH:21]=[C:20]([Cl:22])[C:17]([C:18]#[N:19])=[C:16]([CH:23]4[CH2:26][NH:25][CH2:24]4)[C:15]=3[O:27][CH3:28])[CH3:13])[N:9]=[C:10]([CH3:11])[C:3]=12.[C:29]([BH3-])#N.[Na+].C=O.C(O)(=O)C. The catalyst is CO. (5) The catalyst is CO. The yield is 0.630. The product is [CH2:23]([O:22][C:20](=[O:21])[NH:19][CH2:18][CH2:17][CH2:16][CH2:15][C:12]1[CH:13]=[CH:14][C:9]([O:8][CH2:7][CH2:6][CH:5]([NH:30][C:31]([O:33][C:34]([CH3:37])([CH3:35])[CH3:36])=[O:32])[C:4](=[O:38])[NH2:1])=[CH:10][CH:11]=1)[C:24]1[CH:25]=[CH:26][CH:27]=[CH:28][CH:29]=1. The reactants are [NH3:1].CO[C:4](=[O:38])[CH:5]([NH:30][C:31]([O:33][C:34]([CH3:37])([CH3:36])[CH3:35])=[O:32])[CH2:6][CH2:7][O:8][C:9]1[CH:14]=[CH:13][C:12]([CH2:15][CH2:16][CH2:17][CH2:18][NH:19][C:20]([O:22][CH2:23][C:24]2[CH:29]=[CH:28][CH:27]=[CH:26][CH:25]=2)=[O:21])=[CH:11][CH:10]=1. (6) The reactants are [CH2:1]([O:3][C:4]([CH2:6][CH2:7][CH2:8][N:9]1[N:13]=[N:12][C:11](/[CH:14]=[C:15]2\[CH2:16][N:17]([C:22]([C:35]3[CH:40]=[CH:39][CH:38]=[CH:37][CH:36]=3)([C:29]3[CH:34]=[CH:33][CH:32]=[CH:31][CH:30]=3)[C:23]3[CH:28]=[CH:27][CH:26]=[CH:25][CH:24]=3)[CH2:18][CH2:19][C:20]\2=[O:21])=[N:10]1)=[O:5])[CH3:2].[BH4-].[Na+].ClCCl. The catalyst is C(O)C. The product is [CH2:1]([O:3][C:4]([CH2:6][CH2:7][CH2:8][N:9]1[N:13]=[N:12][C:11](/[CH:14]=[C:15]2\[CH2:16][N:17]([C:22]([C:35]3[CH:36]=[CH:37][CH:38]=[CH:39][CH:40]=3)([C:29]3[CH:30]=[CH:31][CH:32]=[CH:33][CH:34]=3)[C:23]3[CH:24]=[CH:25][CH:26]=[CH:27][CH:28]=3)[CH2:18][CH2:19][CH:20]\2[OH:21])=[N:10]1)=[O:5])[CH3:2]. The yield is 0.370. (7) The reactants are C(N1C=CN=C1)(N1C=CN=C1)=O.[CH:13]1([C@@:19]([OH:29])([C:23]2[CH:28]=[CH:27][CH:26]=[CH:25][CH:24]=2)[C:20](O)=[O:21])[CH2:18][CH2:17][CH2:16][CH2:15][CH2:14]1.[BH4-].[Na+]. The catalyst is C1COCC1. The product is [CH:23]1([C@:19]([C:13]2[CH:14]=[CH:15][CH:16]=[CH:17][CH:18]=2)([OH:29])[CH2:20][OH:21])[CH2:28][CH2:27][CH2:26][CH2:25][CH2:24]1. The yield is 0.730. (8) The reactants are [C:1]1([CH2:7][C@H:8]([NH:26][C:27](=[O:33])[O:28][C:29]([CH3:32])([CH3:31])[CH3:30])[CH2:9][O:10][C:11]2[CH:16]=[CH:15][C:14](B3OC(C)(C)C(C)(C)O3)=[CH:13][CH:12]=2)[CH:6]=[CH:5][CH:4]=[CH:3][CH:2]=1.Cl[C:35]1[CH:40]=[CH:39][N:38]=[C:37]([NH:41][C:42]2[CH:47]=[CH:46][C:45]([S:48]([NH2:51])(=[O:50])=[O:49])=[CH:44][CH:43]=2)[N:36]=1.C([O-])([O-])=O.[Na+].[Na+].COCCOC. The catalyst is C(OCC)(=O)C.C1C=CC([P]([Pd]([P](C2C=CC=CC=2)(C2C=CC=CC=2)C2C=CC=CC=2)([P](C2C=CC=CC=2)(C2C=CC=CC=2)C2C=CC=CC=2)[P](C2C=CC=CC=2)(C2C=CC=CC=2)C2C=CC=CC=2)(C2C=CC=CC=2)C2C=CC=CC=2)=CC=1. The product is [C:1]1([CH2:7][C@H:8]([NH:26][C:27](=[O:33])[O:28][C:29]([CH3:31])([CH3:30])[CH3:32])[CH2:9][O:10][C:11]2[CH:12]=[CH:13][C:14]([C:39]3[CH:40]=[CH:35][N:36]=[C:37]([NH:41][C:42]4[CH:43]=[CH:44][C:45]([S:48](=[O:49])(=[O:50])[NH2:51])=[CH:46][CH:47]=4)[N:38]=3)=[CH:15][CH:16]=2)[CH:2]=[CH:3][CH:4]=[CH:5][CH:6]=1. The yield is 0.560. (9) The reactants are [Cl:1][C:2]1[CH:7]=[C:6]([O:8][CH3:9])[CH:5]=[CH:4][C:3]=1[C:10]1[CH:15]=[CH:14][N:13]=[C:12]([NH:16][CH:17]([CH:20]2[CH2:23][CH2:22][CH2:21]2)[CH2:18][CH3:19])[C:11]=1[N+:24]([O-])=O.[O-]S(S([O-])=O)=O.[Na+].[Na+]. No catalyst specified. The product is [Cl:1][C:2]1[CH:7]=[C:6]([O:8][CH3:9])[CH:5]=[CH:4][C:3]=1[C:10]1[CH:15]=[CH:14][N:13]=[C:12]([NH:16][CH:17]([CH:20]2[CH2:21][CH2:22][CH2:23]2)[CH2:18][CH3:19])[C:11]=1[NH2:24]. The yield is 1.00.